This data is from Catalyst prediction with 721,799 reactions and 888 catalyst types from USPTO. The task is: Predict which catalyst facilitates the given reaction. Reactant: [S:1]1[C:5]2[CH:6]=[CH:7][CH:8]=[CH:9][C:4]=2[C:3]([N:10]2[CH2:15][CH2:14][N:13]([CH2:16][CH2:17][C:18]3[CH:19]=[C:20]4[C:24](=[CH:25][CH:26]=3)[C:23]([CH3:28])([CH3:27])[CH:22]([NH:29][CH2:30][CH3:31])[CH2:21]4)[CH2:12][CH2:11]2)=[N:2]1.[CH3:32][S:33]([OH:36])(=[O:35])=[O:34]. Product: [CH3:32][S:33]([OH:36])(=[O:35])=[O:34].[S:1]1[C:5]2[CH:6]=[CH:7][CH:8]=[CH:9][C:4]=2[C:3]([N:10]2[CH2:15][CH2:14][N:13]([CH2:16][CH2:17][C:18]3[CH:19]=[C:20]4[C:24](=[CH:25][CH:26]=3)[C:23]([CH3:28])([CH3:27])[CH:22]([NH:29][CH2:30][CH3:31])[CH2:21]4)[CH2:12][CH2:11]2)=[N:2]1. The catalyst class is: 13.